This data is from Forward reaction prediction with 1.9M reactions from USPTO patents (1976-2016). The task is: Predict the product of the given reaction. The product is: [NH:1]1[CH:5]=[CH:4][N:3]=[C:2]1[CH2:6][N:7]([CH2:8][C:9]1[CH:31]=[CH:30][C:12]([CH2:13][O:14][CH2:15][C:16]2[CH:17]=[CH:18][C:19]([CH2:20][N:21]([CH2:25][CH2:26][CH3:27])[CH2:22][CH2:23][CH3:24])=[CH:28][CH:29]=2)=[CH:11][CH:10]=1)[CH2:45][C:41]1[NH:40][CH:44]=[CH:43][N:42]=1. Given the reactants [NH:1]1[CH:5]=[CH:4][N:3]=[C:2]1[CH2:6][NH:7][CH2:8][C:9]1[CH:31]=[CH:30][C:12]([CH2:13][O:14][CH2:15][C:16]2[CH:29]=[CH:28][C:19]([CH2:20][N:21]([CH2:25][CH2:26][CH3:27])[CH2:22][CH2:23][CH3:24])=[CH:18][CH:17]=2)=[CH:11][CH:10]=1.C([BH3-])#N.[Na+].C(O)(=O)C.[NH:40]1[CH:44]=[CH:43][N:42]=[C:41]1[CH:45]=O, predict the reaction product.